This data is from Full USPTO retrosynthesis dataset with 1.9M reactions from patents (1976-2016). The task is: Predict the reactants needed to synthesize the given product. (1) Given the product [N:1]1[CH:6]=[CH:5][CH:4]=[C:3]([CH2:7][CH2:8][CH2:9][C:12]#[N:11])[CH:2]=1, predict the reactants needed to synthesize it. The reactants are: [N:1]1[CH:6]=[CH:5][CH:4]=[C:3]([CH2:7][CH2:8][CH2:9]O)[CH:2]=1.[N:11]1C=CC=C[CH:12]=1.CS(Cl)(=O)=O.[C-]#N.[Na+]. (2) Given the product [CH3:20][C:21]1[CH:26]=[CH:25][N:24]=[C:23]([C:2]2[C:11]3[CH2:10][CH2:9][CH2:8][CH2:7][C:6]=3[N:5]=[C:4]([O:12][CH2:13][C:14]3[CH:19]=[CH:18][CH:17]=[CH:16][N:15]=3)[CH:3]=2)[CH:22]=1, predict the reactants needed to synthesize it. The reactants are: Cl[C:2]1[C:11]2[CH2:10][CH2:9][CH2:8][CH2:7][C:6]=2[N:5]=[C:4]([O:12][CH2:13][C:14]2[CH:19]=[CH:18][CH:17]=[CH:16][N:15]=2)[CH:3]=1.[CH3:20][C:21]1[CH:26]=[CH:25][N:24]=[C:23]([Sn](CCCC)(CCCC)CCCC)[CH:22]=1.O1CCOCC1.